Dataset: Full USPTO retrosynthesis dataset with 1.9M reactions from patents (1976-2016). Task: Predict the reactants needed to synthesize the given product. (1) The reactants are: [Cl:1][C:2]1[CH:3]=[C:4]([NH:17][C:18]2[C:23](I)=[CH:22][N:21]=[CH:20][N:19]=2)[CH:5]=[CH:6][C:7]=1[O:8][CH2:9][C:10]1[CH:15]=[CH:14][CH:13]=[C:12]([F:16])[CH:11]=1.[C:25]([C:27]1[CH:35]=[C:34]2[C:30]([CH:31]=[CH:32][N:33]2[S:36]([C:39]2[CH:44]=[CH:43][C:42]([CH3:45])=[CH:41][CH:40]=2)(=[O:38])=[O:37])=[CH:29][CH:28]=1)#[CH:26].C(N(CC)CC)C. Given the product [Cl:1][C:2]1[CH:3]=[C:4]([NH:17][C:18]2[C:23]([C:26]#[C:25][C:27]3[CH:35]=[C:34]4[C:30]([CH:31]=[CH:32][N:33]4[S:36]([C:39]4[CH:44]=[CH:43][C:42]([CH3:45])=[CH:41][CH:40]=4)(=[O:38])=[O:37])=[CH:29][CH:28]=3)=[CH:22][N:21]=[CH:20][N:19]=2)[CH:5]=[CH:6][C:7]=1[O:8][CH2:9][C:10]1[CH:15]=[CH:14][CH:13]=[C:12]([F:16])[CH:11]=1, predict the reactants needed to synthesize it. (2) Given the product [F:20][C:11]([F:10])([F:19])[C:12]1[N:13]=[CH:14][C:15]([O:18][C:2]2[CH:9]=[CH:8][C:5]([CH:6]=[O:7])=[CH:4][CH:3]=2)=[CH:16][N:17]=1, predict the reactants needed to synthesize it. The reactants are: F[C:2]1[CH:9]=[CH:8][C:5]([CH:6]=[O:7])=[CH:4][CH:3]=1.[F:10][C:11]([F:20])([F:19])[C:12]1[N:17]=[CH:16][C:15]([OH:18])=[CH:14][N:13]=1.C([O-])([O-])=O.[K+].[K+]. (3) Given the product [NH:29]1[C:26]2[CH:27]=[CH:28][C:23]([C:22]3[C:16]4[O:15][C:14]([NH:13][C:5]5[CH:6]=[C:7]([O:11][CH3:12])[C:8]([O:9][CH3:10])=[C:3]([O:2][CH3:1])[CH:4]=5)=[N:18][C:17]=4[CH:19]=[CH:20][CH:21]=3)=[CH:24][C:25]=2[N:30]=[CH:31]1, predict the reactants needed to synthesize it. The reactants are: [CH3:1][O:2][C:3]1[CH:4]=[C:5]([NH:13][C:14]2[O:15][C:16]3[C:22]([C:23]4[CH:24]=[C:25]([NH2:30])[C:26]([NH2:29])=[CH:27][CH:28]=4)=[CH:21][CH:20]=[CH:19][C:17]=3[N:18]=2)[CH:6]=[C:7]([O:11][CH3:12])[C:8]=1[O:9][CH3:10].[CH3:31]CN=C=NCCCN(C)C.Cl.C(O)=O.